Dataset: Reaction yield outcomes from USPTO patents with 853,638 reactions. Task: Predict the reaction yield, written as a fraction of the theoretical maximum amount of product (1.0 means a 100% yield; for example, 0.34 means a 34% yield). (1) The reactants are [C:1]1([C:7](=O)[CH2:8][C:9]([C:11]2[CH:16]=[CH:15][CH:14]=[CH:13][N:12]=2)=O)[CH:6]=[CH:5][CH:4]=[CH:3][CH:2]=1.O.[NH2:19][NH2:20]. The catalyst is C(O)C. The product is [C:1]1([C:7]2[NH:20][N:19]=[C:9]([C:11]3[CH:16]=[CH:15][CH:14]=[CH:13][N:12]=3)[CH:8]=2)[CH:6]=[CH:5][CH:4]=[CH:3][CH:2]=1. The yield is 0.970. (2) The reactants are Br[C:2]1[CH:21]=[CH:20][C:5]2[N:6]3[CH2:12][CH2:11][N:10]([C:13]([O:15][C:16]([CH3:19])([CH3:18])[CH3:17])=[O:14])[CH2:9][C:7]3=[N:8][C:4]=2[CH:3]=1.[CH2:22]([O:29][C:30]1[CH:35]=[CH:34][NH:33][C:32](=[O:36])[CH:31]=1)[C:23]1[CH:28]=[CH:27][CH:26]=[CH:25][CH:24]=1.CN[C@@H]1CCCC[C@H]1NC.C([O-])([O-])=O.[Cs+].[Cs+]. The catalyst is O1CCOCC1.C(Cl)Cl.CO.[NH4+].[OH-].[Cu]I. The product is [CH2:22]([O:29][C:30]1[CH:35]=[CH:34][N:33]([C:2]2[CH:21]=[CH:20][C:5]3[N:6]4[CH2:12][CH2:11][N:10]([C:13]([O:15][C:16]([CH3:19])([CH3:18])[CH3:17])=[O:14])[CH2:9][C:7]4=[N:8][C:4]=3[CH:3]=2)[C:32](=[O:36])[CH:31]=1)[C:23]1[CH:24]=[CH:25][CH:26]=[CH:27][CH:28]=1. The yield is 0.280.